Dataset: Forward reaction prediction with 1.9M reactions from USPTO patents (1976-2016). Task: Predict the product of the given reaction. (1) Given the reactants Br[C:2]1[CH:3]=[C:4]2[C:9](=[N:10][CH:11]=1)[NH:8][C:7](=[O:12])[CH2:6][CH2:5]2.B1(B2OC(C)(C)C(C)(C)O2)OC(C)(C)C(C)(C)O1.C([O-])(=O)C.[K+].Cl[C:37]1[CH:38]=[C:39]([C:49]([NH:51][CH2:52][C:53]2[C:54](=[O:61])[NH:55][C:56]([CH3:60])=[CH:57][C:58]=2[CH3:59])=[O:50])[C:40]2[CH:45]=[N:44][N:43]([CH:46]([CH3:48])[CH3:47])[C:41]=2[N:42]=1.C(=O)(O)[O-].[Na+], predict the reaction product. The product is: [CH3:59][C:58]1[CH:57]=[C:56]([CH3:60])[NH:55][C:54](=[O:61])[C:53]=1[CH2:52][NH:51][C:49]([C:39]1[C:40]2[CH:45]=[N:44][N:43]([CH:46]([CH3:48])[CH3:47])[C:41]=2[N:42]=[C:37]([C:2]2[CH:3]=[C:4]3[C:9](=[N:8][C:7](=[O:12])[CH2:6][CH2:5]3)[NH:10][CH:11]=2)[CH:38]=1)=[O:50]. (2) Given the reactants [C:1]1(=[O:6])[CH2:5][CH2:4][CH:3]=[CH:2]1.[C:7]1(=[O:17])[NH:11][C:10](=[O:12])[C:9]2=[CH:13][CH:14]=[CH:15][CH:16]=[C:8]12.C(=O)([O-])[O-].[Na+].[Na+], predict the reaction product. The product is: [O:6]=[C:1]1[CH2:5][CH2:4][CH:3]([N:11]2[C:7](=[O:17])[C:8]3[C:9](=[CH:13][CH:14]=[CH:15][CH:16]=3)[C:10]2=[O:12])[CH2:2]1. (3) Given the reactants N(C(OCC)=O)=NC(OCC)=O.[Cl:13][C:14]1[C:23]2[C:18](=[CH:19][C:20]([OH:26])=[C:21]([O:24][CH3:25])[CH:22]=2)[N:17]=[CH:16][N:15]=1.C1(P(C2C=CC=CC=2)C2C=CC=CC=2)C=CC=CC=1.[CH3:46][N:47]([CH2:51][CH2:52]O)[CH2:48][C:49]#[CH:50], predict the reaction product. The product is: [Cl:13][C:14]1[C:23]2[C:18](=[CH:19][C:20]([O:26][CH2:52][CH2:51][N:47]([CH3:46])[CH2:48][C:49]#[CH:50])=[C:21]([O:24][CH3:25])[CH:22]=2)[N:17]=[CH:16][N:15]=1. (4) The product is: [F:27][C:3]([F:2])([F:26])[C:4]1[CH:25]=[CH:24][CH:23]=[CH:22][C:5]=1[CH:6]([O:17][CH:18]1[CH2:21][N:20]([C:37]([NH:36][CH:32]([CH2:34][CH3:35])[CH3:33])=[O:38])[CH2:19]1)[C:7]1[CH:12]=[CH:11][C:10]([O:13][CH:14]([F:15])[F:16])=[CH:9][CH:8]=1. Given the reactants Cl.[F:2][C:3]([F:27])([F:26])[C:4]1[CH:25]=[CH:24][CH:23]=[CH:22][C:5]=1[CH:6]([O:17][CH:18]1[CH2:21][NH:20][CH2:19]1)[C:7]1[CH:12]=[CH:11][C:10]([O:13][CH:14]([F:16])[F:15])=[CH:9][CH:8]=1.C(=O)([O-])[O-].[CH:32]([N:36]=[C:37]=[O:38])([CH2:34][CH3:35])[CH3:33], predict the reaction product. (5) Given the reactants Cl[CH2:2][C:3]1[CH:21]=[CH:20][C:6]([O:7][CH2:8][C:9]2[N:10]=[C:11]([C:15]3[O:16][CH:17]=[CH:18][CH:19]=3)[O:12][C:13]=2[CH3:14])=[C:5]([O:22][CH3:23])[CH:4]=1.[CH2:24]([N:26]1[CH:30]=[C:29]([C:31]([O:33][CH2:34][CH3:35])=[O:32])[C:28]([OH:36])=[N:27]1)[CH3:25].CN(C)C=O.[H-].[Na+], predict the reaction product. The product is: [CH2:24]([N:26]1[CH:30]=[C:29]([C:31]([O:33][CH2:34][CH3:35])=[O:32])[C:28]([O:36][CH2:2][C:3]2[CH:21]=[CH:20][C:6]([O:7][CH2:8][C:9]3[N:10]=[C:11]([C:15]4[O:16][CH:17]=[CH:18][CH:19]=4)[O:12][C:13]=3[CH3:14])=[C:5]([O:22][CH3:23])[CH:4]=2)=[N:27]1)[CH3:25]. (6) Given the reactants [Cl:1][C:2]1[CH:7]=[CH:6][C:5]([NH2:8])=[CH:4][C:3]=1[O:9][CH3:10].[Br:11][CH:12]([CH2:16][CH2:17]Br)[C:13](Cl)=[O:14].C(N(CC)CC)C.O, predict the reaction product. The product is: [Br:11][CH:12]1[CH2:16][CH2:17][N:8]([C:5]2[CH:6]=[CH:7][C:2]([Cl:1])=[C:3]([O:9][CH3:10])[CH:4]=2)[C:13]1=[O:14]. (7) Given the reactants [F:1][C:2]([F:31])([F:30])[C:3]1[CH:4]=[C:5]([CH:23]=[C:24]([C:26]([F:29])([F:28])[F:27])[CH:25]=1)[C:6]([N:8]1[CH2:13][CH2:12][NH:11][CH2:10][C@H:9]1[CH2:14][C:15]1[CH:20]=[CH:19][C:18]([CH3:21])=[C:17]([CH3:22])[CH:16]=1)=[O:7].[C:32]([C:35]1[CH:43]=[CH:42][C:38]([C:39](O)=[O:40])=[CH:37][CH:36]=1)(=[O:34])[CH3:33].C(N(CC)CC)C.[I-].ClC1C=CC=C[N+]=1C, predict the reaction product. The product is: [C:32]([C:35]1[CH:43]=[CH:42][C:38]([C:39]([N:11]2[CH2:12][CH2:13][N:8]([C:6](=[O:7])[C:5]3[CH:23]=[C:24]([C:26]([F:27])([F:28])[F:29])[CH:25]=[C:3]([C:2]([F:1])([F:30])[F:31])[CH:4]=3)[C@H:9]([CH2:14][C:15]3[CH:20]=[CH:19][C:18]([CH3:21])=[C:17]([CH3:22])[CH:16]=3)[CH2:10]2)=[O:40])=[CH:37][CH:36]=1)(=[O:34])[CH3:33].